This data is from Catalyst prediction with 721,799 reactions and 888 catalyst types from USPTO. The task is: Predict which catalyst facilitates the given reaction. Reactant: Br[C:2]1[CH:3]=[CH:4][C:5]2[N:9]=[C:8]([CH3:10])[N:7]([CH3:11])[C:6]=2[CH:12]=1.[F:13][C:14]1[CH:28]=[CH:27][C:17]([CH2:18][O:19][C:20]2[CH:25]=[CH:24][NH:23][C:22](=[O:26])[CH:21]=2)=[CH:16][CH:15]=1.CNCCNC.C(=O)([O-])[O-].[K+].[K+].N. Product: [CH3:11][N:7]1[C:6]2[CH:12]=[C:2]([N:23]3[CH:24]=[CH:25][C:20]([O:19][CH2:18][C:17]4[CH:27]=[CH:28][C:14]([F:13])=[CH:15][CH:16]=4)=[CH:21][C:22]3=[O:26])[CH:3]=[CH:4][C:5]=2[N:9]=[C:8]1[CH3:10]. The catalyst class is: 419.